Dataset: Catalyst prediction with 721,799 reactions and 888 catalyst types from USPTO. Task: Predict which catalyst facilitates the given reaction. (1) Reactant: [OH:1][C:2]1[CH:7]=[CH:6][C:5]([C:8](=[S:10])[NH2:9])=[CH:4][CH:3]=1.[OH-].[K+].Br[CH2:14][C:15](=O)[C:16]([OH:18])=[O:17].Cl. Product: [OH:1][C:2]1[CH:7]=[CH:6][C:5]([C:8]2[S:10][CH:14]=[C:15]([C:16]([OH:18])=[O:17])[N:9]=2)=[CH:4][CH:3]=1. The catalyst class is: 72. (2) Reactant: CCN(C(C)C)C(C)C.[CH:10]1[CH:11]=[CH:12][C:13]2N(O)N=N[C:14]=2[CH:15]=1.[NH:20]([C:32]([O:34][C:35]([CH3:38])([CH3:37])[CH3:36])=[O:33])[C@H:21]([C:29](O)=O)[CH2:22][C:23]1C=CC=CC=1.N[C@H](C(O)=O)C.CCN=C=NCCCN(C)C.Cl.[NH2:57][CH:58]([CH3:89])[C:59]([NH:61][CH:62]([CH2:79][C:80]1[CH:85]=[C:84]([F:86])[C:83]([F:87])=[CH:82][C:81]=1[F:88])[CH2:63][C:64](=[O:78])[N:65]1[CH2:70][CH2:69][N:68]2[C:71]([C:74]([F:77])([F:76])[F:75])=[N:72][N:73]=[C:67]2[CH2:66]1)=[O:60]. Product: [C:35]([O:34][C:32](=[O:33])[NH:20][CH:21]([CH2:29][C:14]1[CH:13]=[CH:12][CH:11]=[CH:10][CH:15]=1)[C:22]([NH:57][CH:58]([C:59](=[O:60])[NH:61][CH:62]([CH2:79][C:80]1[CH:85]=[C:84]([F:86])[C:83]([F:87])=[CH:82][C:81]=1[F:88])[CH2:63][C:64](=[O:78])[N:65]1[CH2:70][CH2:69][N:68]2[C:71]([C:74]([F:75])([F:77])[F:76])=[N:72][N:73]=[C:67]2[CH2:66]1)[CH3:89])=[CH2:23])([CH3:38])([CH3:37])[CH3:36]. The catalyst class is: 1. (3) Reactant: [NH2:1][C:2]1[CH:23]=[CH:22][C:5]([O:6][C:7]2[CH:8]=[CH:9][C:10]3[N:11]([CH:13]=[C:14]([NH:16][C:17]([CH:19]4[CH2:21][CH2:20]4)=[O:18])[N:15]=3)[CH:12]=2)=[C:4]([F:24])[CH:3]=1.[F:25][C:26]1[CH:31]=[CH:30][CH:29]=[CH:28][C:27]=1[N:32]1[C:37]([CH3:38])=[CH:36][CH:35]=[C:34]([C:39](O)=[O:40])[C:33]1=[O:42].CN(C(ON1N=NC2C=CC=NC1=2)=[N+](C)C)C.F[P-](F)(F)(F)(F)F.C(N(CC)C(C)C)(C)C.C(=O)([O-])O.[Na+]. Product: [CH:19]1([C:17]([NH:16][C:14]2[N:15]=[C:10]3[CH:9]=[CH:8][C:7]([O:6][C:5]4[CH:22]=[CH:23][C:2]([NH:1][C:39]([C:34]5[C:33](=[O:42])[N:32]([C:27]6[CH:28]=[CH:29][CH:30]=[CH:31][C:26]=6[F:25])[C:37]([CH3:38])=[CH:36][CH:35]=5)=[O:40])=[CH:3][C:4]=4[F:24])=[CH:12][N:11]3[CH:13]=2)=[O:18])[CH2:21][CH2:20]1. The catalyst class is: 348. (4) Reactant: Cl[C:2]1[N:3]=[C:4]([N:19]2[CH2:24][CH2:23][O:22][CH2:21][CH2:20]2)[C:5]2[S:10][C:9]([C:11]3[CH:12]=[N:13][C:14](F)=[CH:15][CH:16]=3)=[C:8]([CH3:18])[C:6]=2[N:7]=1.[NH:25]1[CH2:30][CH2:29][S:28](=[O:32])(=[O:31])[CH2:27][CH2:26]1.CC1(C)C(C)(C)OB([C:41]2[CH:42]=[N:43][C:44]([NH2:47])=[N:45][CH:46]=2)O1.CC([O-])=O.[K+]. Product: [CH3:18][C:8]1[C:6]2[N:7]=[C:2]([C:41]3[CH:42]=[N:43][C:44]([NH2:47])=[N:45][CH:46]=3)[N:3]=[C:4]([N:19]3[CH2:24][CH2:23][O:22][CH2:21][CH2:20]3)[C:5]=2[S:10][C:9]=1[C:11]1[CH:12]=[N:13][C:14]([N:25]2[CH2:30][CH2:29][S:28](=[O:32])(=[O:31])[CH2:27][CH2:26]2)=[CH:15][CH:16]=1. The catalyst class is: 745. (5) Reactant: [ClH:1].[CH3:2][CH2:3][O:4][C:5]([N:7]1[C:11]([NH:12][C:13](=[O:30])[C:14]2[CH:19]=[CH:18][C:17]([N:20]3[CH2:25][CH2:24][N:23]([CH3:26])[CH2:22][CH2:21]3)=[CH:16][C:15]=2[N+:27]([O-:29])=[O:28])=[C:10]2[CH2:31][N:32](C(OC(C)(C)C)=O)[C:33]([CH3:35])([CH3:34])[C:9]2=[N:8]1)=[O:6]. Product: [ClH:1].[ClH:1].[CH2:3]([O:4][C:5]([N:7]1[C:11]([NH:12][C:13](=[O:30])[C:14]2[CH:19]=[CH:18][C:17]([N:20]3[CH2:25][CH2:24][N:23]([CH3:26])[CH2:22][CH2:21]3)=[CH:16][C:15]=2[N+:27]([O-:29])=[O:28])=[C:10]2[CH2:31][NH:32][C:33]([CH3:34])([CH3:35])[C:9]2=[N:8]1)=[O:6])[CH3:2]. The catalyst class is: 12. (6) Reactant: [Cl:1][S:2]([C:5]1[CH:6]=[C:7]([CH:11]=[CH:12][CH:13]=1)[C:8]([OH:10])=[O:9])(=[O:4])=[O:3].P(Cl)(Cl)(Cl)(Cl)Cl.[N+:20]([C:23]1[CH:24]=[C:25]([S:29]([CH2:32][CH2:33]O)(=[O:31])=[O:30])[CH:26]=[CH:27][CH:28]=1)([O-:22])=[O:21]. Product: [N+:20]([C:23]1[CH:24]=[C:25]([S:29]([CH2:32][CH2:33][O:9][C:8](=[O:10])[C:7]2[CH:11]=[CH:12][CH:13]=[C:5]([S:2]([Cl:1])(=[O:4])=[O:3])[CH:6]=2)(=[O:31])=[O:30])[CH:26]=[CH:27][CH:28]=1)([O-:22])=[O:21]. The catalyst class is: 6.